This data is from Reaction yield outcomes from USPTO patents with 853,638 reactions. The task is: Predict the reaction yield, written as a fraction of the theoretical maximum amount of product (1.0 means a 100% yield; for example, 0.34 means a 34% yield). (1) The reactants are [CH2:1]([C:5]1[N:6]=[C:7]([CH2:28][CH3:29])[NH:8][C:9](=[O:27])[C:10]=1[CH2:11][C:12]1[CH:17]=[CH:16][C:15]([C:18]2[C:19]([C:24]#[N:25])=[CH:20][CH:21]=[CH:22][CH:23]=2)=[CH:14][C:13]=1[F:26])[CH2:2][CH2:3][CH3:4].[O:30]1[C:34]2[CH:35]=[CH:36][C:37](B(O)O)=[CH:38][C:33]=2[CH2:32][CH2:31]1.N1C=CC=CC=1.C(N(CC)CC)C. The catalyst is C(OCC)(=O)C.C([O-])(=O)C.[Cu+2].C([O-])(=O)C.ClCCl. The product is [CH2:1]([C:5]1[N:6]=[C:7]([CH2:28][CH3:29])[N:8]([C:37]2[CH:36]=[CH:35][C:34]3[O:30][CH2:31][CH2:32][C:33]=3[CH:38]=2)[C:9](=[O:27])[C:10]=1[CH2:11][C:12]1[CH:17]=[CH:16][C:15]([C:18]2[C:19]([C:24]#[N:25])=[CH:20][CH:21]=[CH:22][CH:23]=2)=[CH:14][C:13]=1[F:26])[CH2:2][CH2:3][CH3:4]. The yield is 0.790. (2) The product is [CH2:1]([S:3]([N:6]1[CH2:11][CH2:10][CH:9]([C:12]2[C:20]3[C:15](=[C:16]([C:38]([NH2:40])=[O:39])[CH:17]=[C:18]([C:21]4[CH:25]=[C:24]([CH2:26][N:27]5[CH2:31][CH2:30][CH2:29][CH:28]5[CH2:32][N:48]5[CH2:41][CH2:47][CH2:51][CH2:50][CH2:49]5)[S:23][CH:22]=4)[CH:19]=3)[NH:14][CH:13]=2)[CH2:8][CH2:7]1)(=[O:5])=[O:4])[CH3:2]. The reactants are [CH2:1]([S:3]([N:6]1[CH2:11][CH2:10][CH:9]([C:12]2[C:20]3[C:15](=[C:16]([C:38]([NH2:40])=[O:39])[CH:17]=[C:18]([C:21]4[CH:25]=[C:24]([CH2:26][N:27]5[CH2:31][CH2:30][CH2:29][CH:28]5[C:32]5C=CC=CC=5)[S:23][CH:22]=4)[CH:19]=3)[NH:14][CH:13]=2)[CH2:8][CH2:7]1)(=[O:5])=[O:4])[CH3:2].[C:41]1([CH:47]2[CH2:51][CH2:50][CH2:49][NH:48]2)C=CC=CC=1. The yield is 0.320. No catalyst specified. (3) The reactants are [Br:1][C:2]1[CH:7]=[C:6]([F:8])[CH:5]=[CH:4][C:3]=1[CH:9]1[C:14]([C:15]([O:17][CH2:18][CH3:19])=[O:16])=[C:13]([CH2:20]Br)[NH:12][C:11]([C:22]2[S:23][CH:24]=[CH:25][N:26]=2)=[N:10]1.[CH3:27][N:28]1[CH2:33][CH2:32][NH:31][CH:30]([C:34]([OH:36])=[O:35])[CH2:29]1. No catalyst specified. The product is [Br:1][C:2]1[CH:7]=[C:6]([F:8])[CH:5]=[CH:4][C:3]=1[CH:9]1[N:10]=[C:11]([C:22]2[S:23][CH:24]=[CH:25][N:26]=2)[NH:12][C:13]([CH2:20][N:31]2[CH2:32][CH2:33][N:28]([CH3:27])[CH2:29][CH:30]2[C:34]([OH:36])=[O:35])=[C:14]1[C:15]([O:17][CH2:18][CH3:19])=[O:16]. The yield is 0.590. (4) The reactants are Cl[C:2]1[CH:7]=[CH:6][N:5]=[C:4]2[CH:8]=[C:9]([C:11]3[S:12][CH:13]=[CH:14][N:15]=3)[S:10][C:3]=12.[OH:16][C:17]1[CH:25]=[C:24]2[C:20]([C:21]([C:28]([NH:30][CH:31]([CH3:33])[CH3:32])=[O:29])=[C:22]([CH3:27])[N:23]2[CH3:26])=[CH:19][CH:18]=1.C([O-])([O-])=O.[Cs+].[Cs+]. No catalyst specified. The product is [CH:31]([NH:30][C:28]([C:21]1[C:20]2[C:24](=[CH:25][C:17]([O:16][C:2]3[CH:7]=[CH:6][N:5]=[C:4]4[CH:8]=[C:9]([C:11]5[S:12][CH:13]=[CH:14][N:15]=5)[S:10][C:3]=34)=[CH:18][CH:19]=2)[N:23]([CH3:26])[C:22]=1[CH3:27])=[O:29])([CH3:33])[CH3:32]. The yield is 0.380. (5) The reactants are O[C:2]1[CH:3]=[N:4][CH:5]=[C:6](B2OC(C)(C)C(C)(C)O2)[CH:7]=1.Br[C:18]1[CH:19]=[C:20]([CH:22]=[CH:23][CH:24]=1)[NH2:21].[O-:25]P([O-])([O-])=O.[K+].[K+].[K+].C1(P(C2CCCCC2)C2CCCCC2)CCCCC1. The catalyst is O1CCOCC1.C1C=CC(/C=C/C(/C=C/C2C=CC=CC=2)=O)=CC=1.C1C=CC(/C=C/C(/C=C/C2C=CC=CC=2)=O)=CC=1.C1C=CC(/C=C/C(/C=C/C2C=CC=CC=2)=O)=CC=1.[Pd].[Pd]. The product is [OH:25][C:5]1[N:4]=[CH:3][C:2]([C:18]2[CH:19]=[C:20]([NH2:21])[CH:22]=[CH:23][CH:24]=2)=[CH:7][CH:6]=1. The yield is 0.120. (6) The reactants are [N+:1]([C:4]1[CH:16]=[C:7]2[CH2:8][N:9]([C:12](=[O:15])[CH2:13][CH3:14])[CH2:10][CH2:11][N:6]2[N:5]=1)([O-])=O. The catalyst is CO.[Pd]. The product is [NH2:1][C:4]1[CH:16]=[C:7]2[CH2:8][N:9]([C:12](=[O:15])[CH2:13][CH3:14])[CH2:10][CH2:11][N:6]2[N:5]=1. The yield is 0.990. (7) The reactants are [CH3:1][N:2]1[CH2:7][CH2:6][CH2:5][CH:4]([CH2:8][O:9][C:10]2[CH:15]=[CH:14][C:13]([NH2:16])=[CH:12][CH:11]=2)[CH2:3]1.[F:17][C:18]1[CH:26]=[CH:25][CH:24]=[C:23]2[C:19]=1[C:20](=[CH:28]O)[C:21](=[O:27])[NH:22]2. No catalyst specified. The product is [F:17][C:18]1[CH:26]=[CH:25][CH:24]=[C:23]2[C:19]=1[C:20](=[CH:28][NH:16][C:13]1[CH:12]=[CH:11][C:10]([O:9][CH2:8][CH:4]3[CH2:5][CH2:6][CH2:7][N:2]([CH3:1])[CH2:3]3)=[CH:15][CH:14]=1)[C:21](=[O:27])[NH:22]2. The yield is 0.680.